Dataset: NCI-60 drug combinations with 297,098 pairs across 59 cell lines. Task: Regression. Given two drug SMILES strings and cell line genomic features, predict the synergy score measuring deviation from expected non-interaction effect. (1) Drug 2: CCC(=C(C1=CC=CC=C1)C2=CC=C(C=C2)OCCN(C)C)C3=CC=CC=C3.C(C(=O)O)C(CC(=O)O)(C(=O)O)O. Cell line: UACC-257. Drug 1: C1=NC2=C(N1)C(=S)N=C(N2)N. Synergy scores: CSS=10.7, Synergy_ZIP=-7.95, Synergy_Bliss=-2.59, Synergy_Loewe=-16.3, Synergy_HSA=-5.27. (2) Drug 1: CC1=C(C(=O)C2=C(C1=O)N3CC4C(C3(C2COC(=O)N)OC)N4)N. Drug 2: CCC1(C2=C(COC1=O)C(=O)N3CC4=CC5=C(C=CC(=C5CN(C)C)O)N=C4C3=C2)O.Cl. Cell line: HS 578T. Synergy scores: CSS=-12.9, Synergy_ZIP=3.92, Synergy_Bliss=-5.82, Synergy_Loewe=-13.0, Synergy_HSA=-23.0. (3) Drug 1: C1CCN(CC1)CCOC2=CC=C(C=C2)C(=O)C3=C(SC4=C3C=CC(=C4)O)C5=CC=C(C=C5)O. Drug 2: CC1C(C(CC(O1)OC2CC(OC(C2O)C)OC3=CC4=CC5=C(C(=O)C(C(C5)C(C(=O)C(C(C)O)O)OC)OC6CC(C(C(O6)C)O)OC7CC(C(C(O7)C)O)OC8CC(C(C(O8)C)O)(C)O)C(=C4C(=C3C)O)O)O)O. Cell line: UO-31. Synergy scores: CSS=11.4, Synergy_ZIP=-1.43, Synergy_Bliss=-0.704, Synergy_Loewe=-23.6, Synergy_HSA=0.0326. (4) Drug 1: C1=C(C(=O)NC(=O)N1)F. Drug 2: CC(C1=C(C=CC(=C1Cl)F)Cl)OC2=C(N=CC(=C2)C3=CN(N=C3)C4CCNCC4)N. Cell line: NCIH23. Synergy scores: CSS=39.5, Synergy_ZIP=-6.87, Synergy_Bliss=-9.79, Synergy_Loewe=-5.50, Synergy_HSA=-5.05.